Dataset: Forward reaction prediction with 1.9M reactions from USPTO patents (1976-2016). Task: Predict the product of the given reaction. Given the reactants [CH2:1]([O:8][C:9]1[CH:14]=[CH:13][N:12]([C:15]2[CH:20]=[CH:19][C:18]([OH:21])=[CH:17][CH:16]=2)[C:11](=[O:22])[CH:10]=1)[C:2]1[CH:7]=[CH:6][CH:5]=[CH:4][CH:3]=1.[CH3:23][N:24]([CH3:28])[CH2:25][CH2:26]O.C1(P(C2C=CC=CC=2)C2C=CC=CC=2)C=CC=CC=1.N(C(OCC)=O)=NC(OCC)=O, predict the reaction product. The product is: [CH2:1]([O:8][C:9]1[CH:14]=[CH:13][N:12]([C:15]2[CH:16]=[CH:17][C:18]([O:21][CH2:26][CH2:25][N:24]([CH3:28])[CH3:23])=[CH:19][CH:20]=2)[C:11](=[O:22])[CH:10]=1)[C:2]1[CH:7]=[CH:6][CH:5]=[CH:4][CH:3]=1.